Task: Predict the reactants needed to synthesize the given product.. Dataset: Full USPTO retrosynthesis dataset with 1.9M reactions from patents (1976-2016) Given the product [CH3:14][C:11]1[CH:12]=[CH:13][C:8]2[C:3]3[C:2]([C:18]4([CH2:19][CH2:20][O:15][CH2:16][CH2:17]4)[C:9]=2[CH:10]=1)=[CH:7][CH:6]=[CH:5][CH:4]=3, predict the reactants needed to synthesize it. The reactants are: Br[C:2]1[CH:7]=[CH:6][CH:5]=[CH:4][C:3]=1[C:8]1[CH:13]=[CH:12][C:11]([CH3:14])=[CH:10][CH:9]=1.[O:15]1[CH2:20][CH2:19][C:18](=O)[CH2:17][CH2:16]1.